Dataset: Catalyst prediction with 721,799 reactions and 888 catalyst types from USPTO. Task: Predict which catalyst facilitates the given reaction. (1) Reactant: O=[C:2]1[CH:7]2[CH2:8][C:4]3([C:9]([OH:11])=[O:10])[CH:5]([CH2:6]2)[CH:3]13.[C-]#N.[K+].[C:15](=[O:18])([O-])[O-].[NH4+:19].[NH4+:20].[CH2:21]([OH:23])C. Product: [O:23]=[C:21]1[NH:20][C:2]2([CH:7]3[CH2:8][C:4]4([C:9]([OH:11])=[O:10])[CH:5]([CH2:6]3)[CH:3]24)[C:15](=[O:18])[NH:19]1. The catalyst class is: 40. (2) Reactant: [Br:1][C:2]1[CH:3]=[C:4]([CH2:8][C:9]([C:11]2[CH:16]=[CH:15][CH:14]=[C:13]([CH3:17])[N:12]=2)=O)[CH:5]=[CH:6][CH:7]=1.COC(OC)[N:21]([CH3:23])C.O.[NH2:27]N. Product: [Br:1][C:2]1[CH:3]=[C:4]([C:8]2[C:9]([C:11]3[CH:16]=[CH:15][CH:14]=[C:13]([CH3:17])[N:12]=3)=[N:27][NH:21][CH:23]=2)[CH:5]=[CH:6][CH:7]=1. The catalyst class is: 737. (3) Reactant: [F:1][C:2]1[CH:9]=[CH:8][CH:7]=[C:6]([I:10])[C:3]=1[C:4]#N.[H-].C([Al+]CC(C)C)C(C)C.C1(C)C=CC=CC=1.S(=O)(=O)(O)[OH:29]. Product: [F:1][C:2]1[CH:9]=[CH:8][CH:7]=[C:6]([I:10])[C:3]=1[CH:4]=[O:29]. The catalyst class is: 11.